Dataset: hERG potassium channel inhibition data for cardiac toxicity prediction from Karim et al.. Task: Regression/Classification. Given a drug SMILES string, predict its toxicity properties. Task type varies by dataset: regression for continuous values (e.g., LD50, hERG inhibition percentage) or binary classification for toxic/non-toxic outcomes (e.g., AMES mutagenicity, cardiotoxicity, hepatotoxicity). Dataset: herg_karim. The molecule is C[N+]1CC[N+](CCCCN2C(=O)CN(N=Cc3ccc(-c4ccc(Cl)cc4)o3)C2=O)CC1. The result is 0 (non-blocker).